From a dataset of Forward reaction prediction with 1.9M reactions from USPTO patents (1976-2016). Predict the product of the given reaction. Given the reactants COC1C=CC2N=C(N[C:11](=O)[NH:12][CH2:13][C:14]3C=CC(C(O)=O)=CC=3)SC=2C=1.[C:26](=[O:29])([O-])N.NC1S[C:33]2C=C(OC)C=C[C:34]=2[N:35]=1.NCC1C=CC(C(O)=O)=CC=1, predict the reaction product. The product is: [NH2:35][CH2:34][CH2:33][N:12]1[CH2:11][CH2:26][O:29][CH2:14][CH2:13]1.